Dataset: Catalyst prediction with 721,799 reactions and 888 catalyst types from USPTO. Task: Predict which catalyst facilitates the given reaction. (1) Reactant: C1(P(C2C=CC=CC=2)C2C=CC=CC=2)C=CC=CC=1.Br[C:21](Br)([F:23])[F:22].[CH:25](=O)[C:26]1[CH:31]=[CH:30][CH:29]=[CH:28][CH:27]=1. Product: [F:22][C:21]([F:23])=[CH:25][C:26]1[CH:31]=[CH:30][CH:29]=[CH:28][CH:27]=1. The catalyst class is: 4. (2) Reactant: C(N(C(=O)CC)CC[C:6]1[CH:11]=[CH:10][C:9]([OH:12])=[CH:8][CH:7]=1)C.[H-].[Na+].C(O[CH2:23][CH3:24])(=O)C. Product: [C:24]1([O:12][C:9]2[CH:8]=[CH:7][CH:6]=[CH:11][CH:10]=2)[CH:23]=[CH:8][CH:7]=[CH:6][CH:11]=1. The catalyst class is: 7. (3) Reactant: Cl[C:2]1[N:3]=[C:4]([N:13]2[CH2:18][CH2:17][O:16][CH2:15][CH2:14]2)[C:5]2[S:10][C:9]([CH2:11][NH2:12])=[CH:8][C:6]=2[N:7]=1.N1C(C)=CC=CC=1C.[CH:27]1([NH:30][C:31](=[O:34])[CH2:32]Cl)[CH2:29][CH2:28]1.CC1(C)C(C)(C)OB([C:43]2[CH:51]=[CH:50][CH:49]=[C:48]3[C:44]=2[CH:45]=[N:46][NH:47]3)O1. Product: [NH:47]1[C:48]2[C:44](=[C:43]([C:2]3[N:3]=[C:4]([N:13]4[CH2:18][CH2:17][O:16][CH2:15][CH2:14]4)[C:5]4[S:10][C:9]([CH2:11][NH:12][CH2:32][C:31]([NH:30][CH:27]5[CH2:29][CH2:28]5)=[O:34])=[CH:8][C:6]=4[N:7]=3)[CH:51]=[CH:50][CH:49]=2)[CH:45]=[N:46]1. The catalyst class is: 3. (4) Reactant: [CH3:1][C:2]1[O:3][C:4]2[CH:5]=[CH:6][CH:7]=[CH:8][C:9]=2[C:10]2[C:14]=1[C:13](=[O:15])[N:12]([C:16]1[CH:23]=[CH:22]C(C#N)=[CH:18][CH:17]=1)[N:11]=2.[C:24]([OH:27])(=[O:26])[CH3:25].OS(O)(=O)=O. Product: [CH3:1][C:2]1[O:3][C:4]2[CH:5]=[CH:6][CH:7]=[CH:8][C:9]=2[C:10]2[C:14]=1[C:13](=[O:15])[N:12]([C:16]1[CH:17]=[CH:18][C:25]([C:24]([OH:27])=[O:26])=[CH:22][CH:23]=1)[N:11]=2. The catalyst class is: 6. (5) Reactant: FC(F)(F)C(O)=O.[CH3:8][C:9]1[CH:10]=[C:11]2[C:16](=[CH:17][CH:18]=1)[N:15]=[C:14]([NH2:19])[CH:13]=[N:12]2.C(N(CC)CC)C.[C:27](N1C=CC=CC1=O)(N1C=CC=CC1=O)=[S:28]. Product: [N:19]([C:14]1[CH:13]=[N:12][C:11]2[C:16](=[CH:17][CH:18]=[C:9]([CH3:8])[CH:10]=2)[N:15]=1)=[C:27]=[S:28]. The catalyst class is: 2. (6) Product: [Cl:1][C:2]1[CH:3]=[C:4]([CH:7]=[C:8]([Cl:22])[C:9]=1[O:10][C:11]1[CH:16]=[CH:15][C:14]([O:17][CH3:18])=[C:13]([CH:19]([CH3:21])[CH3:20])[CH:12]=1)[CH2:5][P:26](=[O:30])([O:27][CH2:28][CH3:29])[O:25][CH2:23][CH3:24]. Reactant: [Cl:1][C:2]1[CH:3]=[C:4]([CH:7]=[C:8]([Cl:22])[C:9]=1[O:10][C:11]1[CH:16]=[CH:15][C:14]([O:17][CH3:18])=[C:13]([CH:19]([CH3:21])[CH3:20])[CH:12]=1)[CH2:5]Br.[CH2:23]([O:25][P:26]([O:30]CC)[O:27][CH2:28][CH3:29])[CH3:24]. The catalyst class is: 39. (7) Reactant: [C:1]1([NH2:8])[CH:6]=[CH:5][CH:4]=[CH:3][C:2]=1[NH2:7].[Br:9][C:10]1[CH:11]=[C:12]([CH:15]=[CH:16][C:17]=1[OH:18])[CH:13]=O. Product: [NH:7]1[C:2]2[CH:3]=[CH:4][CH:5]=[CH:6][C:1]=2[N:8]=[C:13]1[C:12]1[CH:15]=[CH:16][C:17]([OH:18])=[C:10]([Br:9])[CH:11]=1. The catalyst class is: 3. (8) Reactant: C(N(CC)CC)C.[OH:8]/[N:9]=[C:10](\[NH2:22])/[C:11]1[CH:16]=[CH:15][C:14]([C:17]2[N:18]=[N:19][S:20][CH:21]=2)=[CH:13][CH:12]=1.[Cl:23][C:24]1[CH:29]=[CH:28][CH:27]=[CH:26][C:25]=1[C:30]1[C:34]([C:35](Cl)=[O:36])=[C:33]([CH3:38])[O:32][N:31]=1. Product: [Cl:23][C:24]1[CH:29]=[CH:28][CH:27]=[CH:26][C:25]=1[C:30]1[C:34]([C:35]([O:8]/[N:9]=[C:10](\[NH2:22])/[C:11]2[CH:12]=[CH:13][C:14]([C:17]3[N:18]=[N:19][S:20][CH:21]=3)=[CH:15][CH:16]=2)=[O:36])=[C:33]([CH3:38])[O:32][N:31]=1. The catalyst class is: 49.